Dataset: Full USPTO retrosynthesis dataset with 1.9M reactions from patents (1976-2016). Task: Predict the reactants needed to synthesize the given product. (1) Given the product [OH:1][C:2]([C:11]1[CH:16]=[CH:15][CH:14]=[CH:13][CH:12]=1)([C:6]1[CH:10]=[CH:9][S:8][CH:7]=1)[C:3]([O:5][CH2:39][CH:40]1[CH2:41][CH2:42][N:43]([C:46]([O:48][CH2:49][CH2:52][CH2:18][CH3:19])=[O:47])[CH2:44][CH2:45]1)=[O:4], predict the reactants needed to synthesize it. The reactants are: [OH:1][C:2]([C:11]1[CH:16]=[CH:15][CH:14]=[CH:13][CH:12]=1)([C:6]1[CH:10]=[CH:9][S:8][CH:7]=1)[C:3]([OH:5])=[O:4].N12CCCN=C1CCC[CH2:19][CH2:18]2.S(O[CH2:39][CH:40]1[CH2:45][CH2:44][N:43]([C:46]([O:48][C:49]([CH3:52])(C)C)=[O:47])[CH2:42][CH2:41]1)(C1C=CC(C)=CC=1)(=O)=O. (2) Given the product [F:32][C:2]1([F:1])[CH2:7][CH2:6][CH:5]([CH2:8][O:9][C:10]2[CH:15]=[CH:14][C:13]([S:16]([CH3:19])(=[O:17])=[O:18])=[CH:12][C:11]=2[C:20]2[C:28]3[CH:27]=[CH:26][NH:25][C:24](=[O:29])[C:23]=3[N:22]([CH3:31])[CH:21]=2)[CH2:4][CH2:3]1, predict the reactants needed to synthesize it. The reactants are: [F:1][C:2]1([F:32])[CH2:7][CH2:6][CH:5]([CH2:8][O:9][C:10]2[CH:15]=[CH:14][C:13]([S:16]([CH3:19])(=[O:18])=[O:17])=[CH:12][C:11]=2[C:20]2[C:28]3[C:23](=[C:24]([O:29]C)[N:25]=[CH:26][CH:27]=3)[N:22]([CH3:31])[CH:21]=2)[CH2:4][CH2:3]1.Cl.O1CCOCC1.